Dataset: Catalyst prediction with 721,799 reactions and 888 catalyst types from USPTO. Task: Predict which catalyst facilitates the given reaction. (1) The catalyst class is: 1. Product: [CH3:17][C:7]1[N:8]=[C:9]([C:11]2[CH:16]=[CH:15][CH:14]=[CH:13][CH:12]=2)[O:10][C:6]=1[CH2:5][CH2:4][OH:3]. Reactant: C([O:3][C:4](=O)[CH2:5][C:6]1[O:10][C:9]([C:11]2[CH:16]=[CH:15][CH:14]=[CH:13][CH:12]=2)=[N:8][C:7]=1[CH3:17])C.[Li+].[BH4-].Cl. (2) Reactant: [CH3:1][C:2]1[C:10]([C:11]2[N:12]=[CH:13][C:14]([NH2:17])=[N:15][CH:16]=2)=[CH:9][C:8]2[CH2:7][CH2:6][O:5][C:4]=2[CH:3]=1.[F:18][C:19]1[CH:27]=[CH:26][CH:25]=[C:24]([F:28])[C:20]=1[C:21](Cl)=[O:22].CCN(C(C)C)C(C)C.C([O-])(O)=O.[Na+].C(Cl)Cl. Product: [F:18][C:19]1[CH:27]=[CH:26][CH:25]=[C:24]([F:28])[C:20]=1[C:21]([NH:17][C:14]1[CH:13]=[N:12][C:11]([C:10]2[C:2]([CH3:1])=[CH:3][C:4]3[O:5][CH2:6][CH2:7][C:8]=3[CH:9]=2)=[CH:16][N:15]=1)=[O:22]. The catalyst class is: 2. (3) Reactant: [CH2:1]([O:8][N:9]([C@H:17]([CH:20]=[CH2:21])[CH2:18]O)[C:10](=[O:16])[O:11][C:12]([CH3:15])([CH3:14])[CH3:13])[C:2]1[CH:7]=[CH:6][CH:5]=[CH:4][CH:3]=1.[C:22]1(=[O:32])[NH:26][C:25](=[O:27])[C:24]2=[CH:28][CH:29]=[CH:30][CH:31]=[C:23]12.C1(P(C2C=CC=CC=2)C2C=CC=CC=2)C=CC=CC=1.CC(OC(/N=N/C(OC(C)C)=O)=O)C. Product: [CH2:1]([O:8][N:9]([C@H:17]([CH:20]=[CH2:21])[CH2:18][N:26]1[C:22](=[O:32])[C:23]2[C:24](=[CH:28][CH:29]=[CH:30][CH:31]=2)[C:25]1=[O:27])[C:10](=[O:16])[O:11][C:12]([CH3:15])([CH3:14])[CH3:13])[C:2]1[CH:7]=[CH:6][CH:5]=[CH:4][CH:3]=1. The catalyst class is: 247. (4) Reactant: [CH3:1][Si:2](Cl)([CH3:4])[CH3:3].[CH2:6]([O:8][C:9]([C:11]1[C:12]2[C:27](=[O:28])[CH2:26][CH2:25][CH2:24][CH2:23][C:13]=2[N:14]([C:16]([O:18][C:19]([CH3:22])([CH3:21])[CH3:20])=[O:17])[CH:15]=1)=[O:10])[CH3:7].N[C@H](C(O)=O)CC1C=C2C(C=CC=C2)=CC=1. Product: [CH2:6]([O:8][C:9]([C:11]1[C:12]2[C:27]([O:28][Si:2]([CH3:4])([CH3:3])[CH3:1])=[CH:26][CH2:25][CH2:24][CH2:23][C:13]=2[N:14]([C:16]([O:18][C:19]([CH3:22])([CH3:20])[CH3:21])=[O:17])[CH:15]=1)=[O:10])[CH3:7]. The catalyst class is: 23. (5) Reactant: [C:1]([C:4]1[C:29](=[O:30])[C@@:8]2([CH3:31])[C:9]3[C:15]([OH:16])=[CH:14][C:13]([O:17][CH3:18])=[C:12]([C:19]([O:21][CH2:22][C:23]4[CH:28]=[CH:27][CH:26]=[CH:25][CH:24]=4)=[O:20])[C:10]=3[O:11][C:7]2=[CH:6][C:5]=1[OH:32])(=[O:3])[CH3:2].[H-].[Na+].[CH2:35](I)[CH3:36].Cl. Product: [C:1]([C:4]1[C:29](=[O:30])[C@@:8]2([CH3:31])[C:9]3[C:15]([O:16][CH2:35][CH3:36])=[CH:14][C:13]([O:17][CH3:18])=[C:12]([C:19]([O:21][CH2:22][C:23]4[CH:24]=[CH:25][CH:26]=[CH:27][CH:28]=4)=[O:20])[C:10]=3[O:11][C:7]2=[CH:6][C:5]=1[OH:32])(=[O:3])[CH3:2]. The catalyst class is: 9. (6) Reactant: [C:1]1([C:7]2[N:11]([CH2:12][C:13]3[CH:26]=[CH:25][C:16]([C:17]([N:19]4[CH2:23][CH2:22][CH:21]([OH:24])[CH2:20]4)=[O:18])=[CH:15][CH:14]=3)[C:10]3[CH:27]=[CH:28][CH:29]=[CH:30][C:9]=3[N:8]=2)[CH:6]=[CH:5][CH:4]=[CH:3][CH:2]=1.C(N(CC)CC)C.[CH3:38][S:39](Cl)(=[O:41])=[O:40]. Product: [C:1]1([C:7]2[N:11]([CH2:12][C:13]3[CH:26]=[CH:25][C:16]([C:17]([N:19]4[CH2:23][CH2:22][CH:21]([O:24][S:39]([CH3:38])(=[O:41])=[O:40])[CH2:20]4)=[O:18])=[CH:15][CH:14]=3)[C:10]3[CH:27]=[CH:28][CH:29]=[CH:30][C:9]=3[N:8]=2)[CH:2]=[CH:3][CH:4]=[CH:5][CH:6]=1. The catalyst class is: 2. (7) Reactant: Cl[C:2]1[N:7]=[C:6]([CH2:8][CH2:9][C:10]2[CH:15]=[CH:14][CH:13]=[CH:12][C:11]=2[C:16]2([C:19]([NH2:21])=[O:20])[CH2:18][CH2:17]2)[C:5]([Cl:22])=[CH:4][N:3]=1.C([O-])([O-])=O.[Cs+].[Cs+].[NH2:29][C:30]1[CH:31]=[CH:32][C:33]([C:36]([F:39])([F:38])[F:37])=[N:34][CH:35]=1.CC1(C)C2C(=C(P(C3C=CC=CC=3)C3C=CC=CC=3)C=CC=2)OC2C(P(C3C=CC=CC=3)C3C=CC=CC=3)=CC=CC1=2. Product: [Cl:22][C:5]1[C:6]([CH2:8][CH2:9][C:10]2[CH:15]=[CH:14][CH:13]=[CH:12][C:11]=2[C:16]2([C:19]([NH2:21])=[O:20])[CH2:18][CH2:17]2)=[N:7][C:2]([NH:29][C:30]2[CH:35]=[N:34][C:33]([C:36]([F:39])([F:37])[F:38])=[CH:32][CH:31]=2)=[N:3][CH:4]=1. The catalyst class is: 231. (8) Reactant: [CH3:1][O:2][C:3]1[CH:4]=[C:5]([P:12]2(=[O:28])[CH2:17][CH2:16][C:15](C(OCC)=O)([C:18]([O:20]CC)=[O:19])[CH2:14][CH2:13]2)[CH:6]=[CH:7][C:8]=1[N+:9]([O-:11])=[O:10].[OH-].[Li+].O.Cl. Product: [CH3:1][O:2][C:3]1[CH:4]=[C:5]([P:12]2(=[O:28])[CH2:13][CH2:14][CH:15]([C:18]([OH:20])=[O:19])[CH2:16][CH2:17]2)[CH:6]=[CH:7][C:8]=1[N+:9]([O-:11])=[O:10]. The catalyst class is: 1. (9) Reactant: [C:1]([O:5][C:6]1[CH:11]=[CH:10][C:9]([P:12]([O:23][CH2:24][CH3:25])([CH2:14][P:15]([O:20][CH2:21][CH3:22])([O:17][CH2:18][CH3:19])=[O:16])=[O:13])=[CH:8][C:7]=1[C:26]([CH3:39])([CH3:38])[CH2:27][C:28]([O:30]CC1C=CC=CC=1)=[O:29])(=[O:4])[CH2:2][CH3:3]. Product: [C:1]([O:5][C:6]1[CH:11]=[CH:10][C:9]([P:12]([O:23][CH2:24][CH3:25])([CH2:14][P:15]([O:17][CH2:18][CH3:19])([O:20][CH2:21][CH3:22])=[O:16])=[O:13])=[CH:8][C:7]=1[C:26]([CH3:39])([CH3:38])[CH2:27][C:28]([OH:30])=[O:29])(=[O:4])[CH2:2][CH3:3]. The catalyst class is: 19. (10) Reactant: Br[CH2:2][C:3]1[CH:12]=[C:11]([OH:13])[CH:10]=[C:9]2[C:4]=1[CH2:5][CH:6]([C:17]1[CH:22]=[CH:21][C:20]([OH:23])=[CH:19][CH:18]=1)[CH:7]1[CH2:16][CH2:15][CH2:14][CH:8]12.C[N+]([O-:28])(C)C.CS(C)=O.C(Cl)Cl. Product: [OH:13][C:11]1[CH:12]=[C:3]([CH:2]=[O:28])[C:4]2[CH2:5][CH:6]([C:17]3[CH:18]=[CH:19][C:20]([OH:23])=[CH:21][CH:22]=3)[CH:7]3[CH2:16][CH2:15][CH2:14][CH:8]3[C:9]=2[CH:10]=1. The catalyst class is: 84.